From a dataset of Full USPTO retrosynthesis dataset with 1.9M reactions from patents (1976-2016). Predict the reactants needed to synthesize the given product. (1) Given the product [CH3:19][S:16]([C:12]1[CH:11]=[C:10]([S:7]([N:6]2[C:2]([C:32]3[CH:31]=[N:30][CH:35]=[CH:34][CH:33]=3)=[CH:3][C:4]([CH2:20][N:21]([CH3:29])[C:22](=[O:28])[O:23][C:24]([CH3:27])([CH3:26])[CH3:25])=[CH:5]2)(=[O:9])=[O:8])[CH:15]=[CH:14][CH:13]=1)(=[O:18])=[O:17], predict the reactants needed to synthesize it. The reactants are: Br[C:2]1[N:6]([S:7]([C:10]2[CH:15]=[CH:14][CH:13]=[C:12]([S:16]([CH3:19])(=[O:18])=[O:17])[CH:11]=2)(=[O:9])=[O:8])[CH:5]=[C:4]([CH2:20][N:21]([CH3:29])[C:22](=[O:28])[O:23][C:24]([CH3:27])([CH3:26])[CH3:25])[CH:3]=1.[N:30]1[CH:35]=[CH:34][CH:33]=[C:32](B(O)O)[CH:31]=1.C(=O)([O-])[O-].[Na+].[Na+]. (2) Given the product [F:1][C:2]1[C:10]([CH:11]2[C:15]([C:16]#[N:17])=[C:14]([CH3:18])[NH:13][C:2]([CH3:10])=[C:3]2[C:4]#[N:5])=[CH:9][CH:8]=[C:7]2[C:3]=1[CH:4]=[N:5][NH:6]2, predict the reactants needed to synthesize it. The reactants are: [F:1][C:2]1[C:10]([CH:11]=O)=[CH:9][CH:8]=[C:7]2[C:3]=1[CH:4]=[N:5][NH:6]2.[NH2:13]/[C:14](/[CH3:18])=[CH:15]\[C:16]#[N:17].